Dataset: Full USPTO retrosynthesis dataset with 1.9M reactions from patents (1976-2016). Task: Predict the reactants needed to synthesize the given product. (1) The reactants are: [Cl:1][C:2]1[CH:3]=[CH:4][C:5]2[NH:11][C:10](=O)[C@@H:9]([CH2:13][C:14]([O:16][CH2:17][CH3:18])=[O:15])[O:8][C@H:7]([C:19]3[C:20]([O:25][CH3:26])=[N:21][CH:22]=[CH:23][CH:24]=3)[C:6]=2[CH:27]=1.C(=O)([O-])O.[Na+].P12(SP3(SP(SP(S3)(S1)=S)(=S)S2)=S)=[S:34].C(OCC)(=O)C. Given the product [Cl:1][C:2]1[CH:3]=[CH:4][C:5]2[NH:11][C:10](=[S:34])[C@@H:9]([CH2:13][C:14]([O:16][CH2:17][CH3:18])=[O:15])[O:8][C@H:7]([C:19]3[C:20]([O:25][CH3:26])=[N:21][CH:22]=[CH:23][CH:24]=3)[C:6]=2[CH:27]=1, predict the reactants needed to synthesize it. (2) Given the product [Cl:18][C:12]1[CH:11]=[C:10]([C:7]2[CH:6]=[C:5]([CH2:4][CH2:3][NH:2][C:30]([C:27]3[CH:26]=[C:25]([C:21]4[CH:20]=[N:19][CH:24]=[CH:23][CH:22]=4)[NH:29][N:28]=3)=[O:31])[O:9][N:8]=2)[CH:17]=[CH:16][C:13]=1[C:14]#[N:15], predict the reactants needed to synthesize it. The reactants are: Cl.[NH2:2][CH2:3][CH2:4][C:5]1[O:9][N:8]=[C:7]([C:10]2[CH:17]=[CH:16][C:13]([C:14]#[N:15])=[C:12]([Cl:18])[CH:11]=2)[CH:6]=1.[N:19]1[CH:24]=[CH:23][CH:22]=[C:21]([C:25]2[NH:29][N:28]=[C:27]([C:30](O)=[O:31])[CH:26]=2)[CH:20]=1.CCN(C(C)C)C(C)C.C1C=C2N=NN(O)C2=CC=1.O.CCN=C=NCCCN(C)C.Cl.Cl.CCOCC.